Dataset: Full USPTO retrosynthesis dataset with 1.9M reactions from patents (1976-2016). Task: Predict the reactants needed to synthesize the given product. Given the product [CH:1]1([N:6]2[CH2:7][CH2:8][N:9]([C:12]([C:14]3[CH:15]=[C:16]4[C:20](=[CH:21][CH:22]=3)[NH:19][C:18]([C:23]([N:32]3[CH2:36][CH2:37][CH:38]([CH3:49])[CH2:39][CH2:40]3)=[O:25])=[CH:17]4)=[O:13])[CH2:10][CH2:11]2)[CH2:5][CH2:4][CH2:3][CH2:2]1, predict the reactants needed to synthesize it. The reactants are: [CH:1]1([N:6]2[CH2:11][CH2:10][N:9]([C:12]([C:14]3[CH:15]=[C:16]4[C:20](=[CH:21][CH:22]=3)[NH:19][C:18]([C:23]([OH:25])=O)=[CH:17]4)=[O:13])[CH2:8][CH2:7]2)[CH2:5][CH2:4][CH2:3][CH2:2]1.Cl.F[B-](F)(F)F.[N:32]1(OC(N(C)C)=[N+](C)C)[C:36]2[CH:37]=[CH:38][CH:39]=[CH:40]C=2N=N1.[CH:49](N(CC)C(C)C)(C)C.